This data is from Catalyst prediction with 721,799 reactions and 888 catalyst types from USPTO. The task is: Predict which catalyst facilitates the given reaction. (1) Reactant: [CH2:1]([O:3][C:4](=[O:22])[C:5](=O)[C:6]1[CH:10]=[CH:9][N:8]([Si](C(C)C)(C(C)C)C(C)C)[CH:7]=1)[CH3:2].C([O-])(=O)C.[Na+].C(O)(=O)C(O)=O.[CH3:34][CH:35]([CH3:40])[CH2:36][CH2:37][NH:38][NH2:39]. Product: [CH2:1]([O:3][C:4](=[O:22])[C:5](=[N:39][NH:38][CH2:37][CH2:36][CH:35]([CH3:40])[CH3:34])[C:6]1[CH:10]=[CH:9][NH:8][CH:7]=1)[CH3:2]. The catalyst class is: 8. (2) Reactant: Cl[C:2]1[C:3]2[C:4](=[CH:14][N:15](CC3C=CC(OC)=CC=3)[N:16]=2)[N:5]=[C:6]([C:8]2[CH:13]=[CH:12][CH:11]=[CH:10][CH:9]=2)[N:7]=1.[CH3:26][N:27]1[CH2:32][CH2:31][N:30]([C:33]2[CH:39]=[CH:38][C:36]([NH2:37])=[CH:35][CH:34]=2)[CH2:29][CH2:28]1.Cl. Product: [CH3:26][N:27]1[CH2:28][CH2:29][N:30]([C:33]2[CH:39]=[CH:38][C:36]([NH:37][C:2]3[C:3]4[NH:16][N:15]=[CH:14][C:4]=4[N:5]=[C:6]([C:8]4[CH:9]=[CH:10][CH:11]=[CH:12][CH:13]=4)[N:7]=3)=[CH:35][CH:34]=2)[CH2:31][CH2:32]1. The catalyst class is: 71. (3) Reactant: Br[C:2]1[CH:9]=[CH:8][C:5]([C:6]#[N:7])=[CH:4][C:3]=1[CH3:10].[F:11][C:12]([F:23])([F:22])[C:13]1[CH:18]=[CH:17][C:16](B(O)O)=[CH:15][CH:14]=1.C(=O)([O-])[O-].[K+].[K+].O1CCOCC1. Product: [CH3:10][C:3]1[CH:4]=[C:5]([C:6]#[N:7])[CH:8]=[CH:9][C:2]=1[C:16]1[CH:17]=[CH:18][C:13]([C:12]([F:23])([F:22])[F:11])=[CH:14][CH:15]=1. The catalyst class is: 103. (4) Reactant: [Br:1][C:2]1[CH:3]=[C:4]([CH:6]=[CH:7][C:8]=1[F:9])[NH2:5].Cl[C:11](Cl)(Cl)[CH:12]([OH:14])O.Cl.[NH2:18][OH:19].S([O-])([O-])(=O)=O.[Na+].[Na+].Cl. Product: [Br:1][C:2]1[CH:3]=[C:4]([NH:5][C:12](=[O:14])[CH:11]=[N:18][OH:19])[CH:6]=[CH:7][C:8]=1[F:9]. The catalyst class is: 6. (5) Reactant: C(O[C:6](=O)[NH:7][CH2:8][CH:9]([C:19]1[CH:24]=[CH:23][CH:22]=[CH:21][CH:20]=1)[CH:10]([C:12]1[CH:17]=[CH:16][C:15]([F:18])=[CH:14][CH:13]=1)[OH:11])(C)(C)C.[H-].[H-].[H-].[H-].[Li+].[Al+3]. Product: [F:18][C:15]1[CH:14]=[CH:13][C:12]([CH:10]([OH:11])[CH:9]([C:19]2[CH:20]=[CH:21][CH:22]=[CH:23][CH:24]=2)[CH2:8][NH:7][CH3:6])=[CH:17][CH:16]=1. The catalyst class is: 1. (6) Reactant: [Cl:1][C:2]1[CH:3]=[C:4]([CH2:13]O)[CH:5]=[C:6]([O:8][C:9]([F:12])([F:11])[F:10])[CH:7]=1.C1(P(C2C=CC=CC=2)C2C=CC=CC=2)C=CC=CC=1.C1C(=O)N([Br:41])C(=O)C1.O. Product: [Br:41][CH2:13][C:4]1[CH:5]=[C:6]([O:8][C:9]([F:12])([F:11])[F:10])[CH:7]=[C:2]([Cl:1])[CH:3]=1. The catalyst class is: 4.